Dataset: Full USPTO retrosynthesis dataset with 1.9M reactions from patents (1976-2016). Task: Predict the reactants needed to synthesize the given product. (1) Given the product [C:1]([C:3]1[CH:4]=[CH:5][C:6]([F:19])=[C:7]2[C:11]=1[NH:10][CH:9]=[C:8]2[CH2:12][CH2:13][C:14]([O:16][CH2:17][CH3:18])=[O:15])#[N:2], predict the reactants needed to synthesize it. The reactants are: [C:1]([C:3]1[CH:4]=[CH:5][C:6]([F:19])=[C:7]2[C:11]=1[NH:10][CH:9]=[C:8]2/[CH:12]=[CH:13]/[C:14]([O:16][CH2:17][CH3:18])=[O:15])#[N:2]. (2) Given the product [C:25]([O:21][C:20](=[O:22])[CH2:19][CH2:18][CH2:17][CH2:16][CH2:15][CH2:14][CH2:13][CH2:12][CH2:11][CH2:10][CH2:9][CH2:8][CH2:7][CH2:6][CH2:5][CH2:4][CH2:3][CH2:2][C:1]([OH:24])=[O:23])([CH3:28])([CH3:27])[CH3:26], predict the reactants needed to synthesize it. The reactants are: [C:1]([OH:24])(=[O:23])[CH2:2][CH2:3][CH2:4][CH2:5][CH2:6][CH2:7][CH2:8][CH2:9][CH2:10][CH2:11][CH2:12][CH2:13][CH2:14][CH2:15][CH2:16][CH2:17][CH2:18][CH2:19][C:20]([OH:22])=[O:21].[C:25](OC(O[C:25]([CH3:28])([CH3:27])[CH3:26])N(C)C)([CH3:28])([CH3:27])[CH3:26]. (3) The reactants are: FC(F)(F)C(O)=O.[Cl:8][C:9]1[CH:14]=[CH:13][C:12]([C:15]2([C:35]#[N:36])[CH:19]([CH2:20][C:21]([CH3:24])([CH3:23])[CH3:22])[NH:18][CH:17]([C:25]([OH:27])=O)[CH:16]2[C:28]2[CH:33]=[CH:32][CH:31]=[C:30]([Cl:34])[CH:29]=2)=[C:11]([F:37])[CH:10]=1.CC1(C)[O:43][C@H:42]([CH2:44][CH2:45][NH2:46])[CH2:41][O:40]1.CN(C(ON1N=NC2C=CC=NC1=2)=[N+](C)C)C.F[P-](F)(F)(F)(F)F.CCN(C(C)C)C(C)C.Cl. Given the product [OH:43][C@@H:42]([CH2:41][OH:40])[CH2:44][CH2:45][NH:46][C:25]([CH:17]1[CH:16]([C:28]2[CH:33]=[CH:32][CH:31]=[C:30]([Cl:34])[CH:29]=2)[C:15]([C:12]2[CH:13]=[CH:14][C:9]([Cl:8])=[CH:10][C:11]=2[F:37])([C:35]#[N:36])[CH:19]([CH2:20][C:21]([CH3:24])([CH3:23])[CH3:22])[NH:18]1)=[O:27], predict the reactants needed to synthesize it.